Task: Predict the product of the given reaction.. Dataset: Forward reaction prediction with 1.9M reactions from USPTO patents (1976-2016) Given the reactants [ClH:1].[NH2:2][C@@H:3]1[CH2:5][C@H:4]1[C:6]1[CH:7]=[C:8]([CH:20]=[CH:21][CH:22]=1)[C:9]([NH:11][CH:12]1[CH2:17][CH2:16][C:15]([F:19])([F:18])[CH2:14][CH2:13]1)=[O:10].C(OC(N[C@@H]1C[C@H]1C1C=[C:36]([CH:41]=[CH:42][CH:43]=1)[C:37]([O:39]C)=O)=O)(C)(C)C.C(=O)([O-])O.[Na+], predict the reaction product. The product is: [ClH:1].[F:19][C:15]1([F:18])[CH2:14][CH2:13][CH:12]([NH:11][C:9](=[O:10])[C:8]2[CH:20]=[CH:21][CH:22]=[C:6]([C@@H:4]3[CH2:5][C@H:3]3[NH:2][CH:41]3[CH2:36][CH2:37][O:39][CH2:43][CH2:42]3)[CH:7]=2)[CH2:17][CH2:16]1.